Dataset: Reaction yield outcomes from USPTO patents with 853,638 reactions. Task: Predict the reaction yield, written as a fraction of the theoretical maximum amount of product (1.0 means a 100% yield; for example, 0.34 means a 34% yield). (1) The reactants are F.F.F.C(N(CC)CC)C.C(N(CC)CC)C.[Si]([O:35][CH2:36][C@H:37]1[O:41][C@@H:40]([N:42]2[CH:49]=[C:48]([CH3:50])[C:46](=[O:47])[NH:45][C:43]2=[O:44])[C@H:39]([O:51][CH2:52][CH2:53][O:54][N:55]([CH3:57])[CH3:56])[C@@H:38]1[OH:58])(C(C)(C)C)(C1C=CC=CC=1)C1C=CC=CC=1.CO. The catalyst is C1COCC1.C(Cl)Cl. The product is [CH3:56][N:55]([CH3:57])[O:54][CH2:53][CH2:52][O:51][C@@H:39]1[C@H:38]([OH:58])[C@@H:37]([CH2:36][OH:35])[O:41][C@H:40]1[N:42]1[CH:49]=[C:48]([CH3:50])[C:46](=[O:47])[NH:45][C:43]1=[O:44]. The yield is 0.925. (2) The yield is 1.12. No catalyst specified. The product is [CH3:1][C:2]1[CH:7]=[CH:6][C:5]([N+:8]([O-:10])=[O:9])=[CH:4][C:3]=1/[N:11]=[C:12](\[Cl:25])/[C:14]1[S:22][C:17]2=[N:18][CH:19]=[CH:20][N:21]=[C:16]2[CH:15]=1. The reactants are [CH3:1][C:2]1[CH:7]=[CH:6][C:5]([N+:8]([O-:10])=[O:9])=[CH:4][C:3]=1[NH:11][C:12]([C:14]1[S:22][C:17]2=[N:18][CH:19]=[CH:20][N:21]=[C:16]2[CH:15]=1)=O.P(Cl)(Cl)([Cl:25])=O. (3) The reactants are Br[C:2]1[CH:3]=[C:4]2[C:8](=[C:9]([O:11][CH3:12])[CH:10]=1)[NH:7][CH:6]=[CH:5]2.[CH2:13]([O:15][C:16](=[O:36])[CH:17]=[C:18](C1C=CC(OC)=C2C=1C=CN2)[C:19]1[CH:24]=[CH:23][CH:22]=[CH:21][CH:20]=1)[CH3:14]. No catalyst specified. The product is [CH2:13]([O:15][C:16](=[O:36])[CH:17]=[C:18]([C:2]1[CH:3]=[C:4]2[C:8](=[C:9]([O:11][CH3:12])[CH:10]=1)[NH:7][CH:6]=[CH:5]2)[C:19]1[CH:24]=[CH:23][CH:22]=[CH:21][CH:20]=1)[CH3:14]. The yield is 0.500. (4) The reactants are [O:1]=[C:2]1[CH:7]=[CH:6][N:5]([C:8]2[CH:13]=[CH:12][CH:11]=[C:10]([C:14]([F:17])([F:16])[F:15])[CH:9]=2)[N:4]=[C:3]1[C:18]([NH2:20])=[O:19].CO[CH:23](OC)[N:24]([CH3:26])[CH3:25]. No catalyst specified. The product is [CH3:23][N:24]([CH:26]=[N:20][C:18]([C:3]1[C:2](=[O:1])[CH:7]=[CH:6][N:5]([C:8]2[CH:13]=[CH:12][CH:11]=[C:10]([C:14]([F:17])([F:16])[F:15])[CH:9]=2)[N:4]=1)=[O:19])[CH3:25]. The yield is 0.760.